Dataset: Forward reaction prediction with 1.9M reactions from USPTO patents (1976-2016). Task: Predict the product of the given reaction. (1) Given the reactants CO[CH:3](OC)[CH2:4][NH2:5].C([Li:12])CCC.[C:13]([C:15]1[C:23]2[C:18](=[CH:19][CH:20]=[C:21]([C:24]3[CH:29]=[N:28][CH:27]=[C:26]4[N:30](C(OC(C)(C)C)=O)[CH:31]=[CH:32][C:25]=34)[CH:22]=2)[N:17](C2CCCCO2)[N:16]=1)#[N:14].[NH2-].[Li+], predict the reaction product. The product is: [NH2-:5].[Li+:12].[NH:5]1[CH:4]=[CH:3][N:14]=[C:13]1[C:15]1[C:23]2[C:18](=[CH:19][CH:20]=[C:21]([C:24]3[CH:29]=[N:28][CH:27]=[C:26]4[NH:30][CH:31]=[CH:32][C:25]=34)[CH:22]=2)[NH:17][N:16]=1. (2) Given the reactants [C:1]([C:5]1[CH:6]=[C:7]2[C:12](=[C:13]([F:15])[CH:14]=1)[C:11](=[O:16])[N:10]([C:17]1[C:18]([CH:35]=[O:36])=[C:19]([N:23]3[C:31]4[C:26](=[CH:27][CH:28]=[CH:29][CH:30]=4)[C:25]([C:32]([NH2:34])=[O:33])=[CH:24]3)[CH:20]=[CH:21][CH:22]=1)[N:9]=[CH:8]2)([CH3:4])([CH3:3])[CH3:2].[BH4-].[Na+], predict the reaction product. The product is: [C:1]([C:5]1[CH:6]=[C:7]2[C:12](=[C:13]([F:15])[CH:14]=1)[C:11](=[O:16])[N:10]([C:17]1[C:18]([CH2:35][OH:36])=[C:19]([N:23]3[C:31]4[C:26](=[CH:27][CH:28]=[CH:29][CH:30]=4)[C:25]([C:32]([NH2:34])=[O:33])=[CH:24]3)[CH:20]=[CH:21][CH:22]=1)[N:9]=[CH:8]2)([CH3:4])([CH3:2])[CH3:3].